Dataset: Full USPTO retrosynthesis dataset with 1.9M reactions from patents (1976-2016). Task: Predict the reactants needed to synthesize the given product. (1) Given the product [Cl:53][C:49]1[CH:48]=[C:47]([C@@H:45]([NH:44][C:42](=[O:43])/[CH:41]=[CH:40]/[C@:23]23[CH2:35][C:34](=[O:36])[C:33]([CH:37]([CH3:39])[CH3:38])=[C:24]2[C@@H:25]2[C@@:20]([CH3:54])([CH2:21][CH2:22]3)[C@@:19]3([CH3:55])[C@@H:28]([C@:29]4([CH3:32])[C@@H:16]([CH2:17][CH2:18]3)[C:15]([CH3:56])([CH3:57])[C@@H:14]([O:13][C:11](=[O:12])[CH2:10][C:2]([CH3:1])([CH3:58])[C:3]([OH:5])=[O:4])[CH2:31][CH2:30]4)[CH2:27][CH2:26]2)[CH3:46])[CH:52]=[CH:51][CH:50]=1, predict the reactants needed to synthesize it. The reactants are: [CH3:1][C:2]([CH3:58])([CH2:10][C:11]([O:13][C@H:14]1[CH2:31][CH2:30][C@@:29]2([CH3:32])[C@@H:16]([CH2:17][CH2:18][C@:19]3([CH3:55])[C@@H:28]2[CH2:27][CH2:26][C@H:25]2[C@@:20]3([CH3:54])[CH2:21][CH2:22][C@@:23]3(/[CH:40]=[CH:41]/[C:42]([NH:44][C@H:45]([C:47]4[CH:52]=[CH:51][CH:50]=[C:49]([Cl:53])[CH:48]=4)[CH3:46])=[O:43])[CH2:35][C:34](=[O:36])[C:33]([CH:37]([CH3:39])[CH3:38])=[C:24]32)[C:15]1([CH3:57])[CH3:56])=[O:12])[C:3]([O:5]C(C)(C)C)=[O:4].C(O)(C(F)(F)F)=O. (2) Given the product [OH:33][C@H:32]([C:31]1[C:23]([CH3:22])=[C:24]2[C:28](=[CH:29][CH:30]=1)[C:27](=[O:35])[O:26][CH2:25]2)[CH2:34][N:19]1[CH2:20][CH2:21][C:13]2([CH2:12][N:11]([C:8]3[CH:7]=[N:6][C:5]([S:2]([CH3:1])(=[O:4])=[O:3])=[CH:10][N:9]=3)[C:15](=[O:16])[CH2:14]2)[CH2:17][CH2:18]1, predict the reactants needed to synthesize it. The reactants are: [CH3:1][S:2]([C:5]1[N:6]=[CH:7][C:8]([N:11]2[C:15](=[O:16])[CH2:14][C:13]3([CH2:21][CH2:20][NH:19][CH2:18][CH2:17]3)[CH2:12]2)=[N:9][CH:10]=1)(=[O:4])=[O:3].[CH3:22][C:23]1[C:31]([C@@H:32]2[CH2:34][O:33]2)=[CH:30][CH:29]=[C:28]2[C:24]=1[CH2:25][O:26][C:27]2=[O:35]. (3) The reactants are: [Cl:1][C:2]1[C:3]([N:24]2[CH2:29][CH2:28][CH2:27][C@H:26]([NH:30]C(=O)OC(C)(C)C)[CH2:25]2)=[N:4][C:5]([N:8]2[C:16]3[CH:15]=[C:14]([C:17]4[CH:22]=[N:21][CH:20]=[C:19]([CH3:23])[N:18]=4)[N:13]=[CH:12][C:11]=3[CH:10]=[N:9]2)=[CH:6][CH:7]=1.Cl. Given the product [Cl:1][C:2]1[C:3]([N:24]2[CH2:29][CH2:28][CH2:27][C@H:26]([NH2:30])[CH2:25]2)=[N:4][C:5]([N:8]2[C:16]3[CH:15]=[C:14]([C:17]4[CH:22]=[N:21][CH:20]=[C:19]([CH3:23])[N:18]=4)[N:13]=[CH:12][C:11]=3[CH:10]=[N:9]2)=[CH:6][CH:7]=1, predict the reactants needed to synthesize it. (4) Given the product [C:17]1([C:11]2[CH:16]=[CH:15][CH:14]=[CH:13][CH:12]=2)[CH:18]=[CH:19][C:20]([O:23][CH2:2][C:3]2[CH:8]=[CH:7][C:6]([C:9]#[N:10])=[CH:5][CH:4]=2)=[CH:21][CH:22]=1, predict the reactants needed to synthesize it. The reactants are: Br[CH2:2][C:3]1[CH:8]=[CH:7][C:6]([C:9]#[N:10])=[CH:5][CH:4]=1.[C:11]1([C:17]2[CH:22]=[CH:21][C:20]([OH:23])=[CH:19][CH:18]=2)[CH:16]=[CH:15][CH:14]=[CH:13][CH:12]=1.C(=O)([O-])[O-].[K+].[K+].O. (5) Given the product [Cl:1][C:2]1[C:3]([N:26]2[CH2:27][CH2:28][C@@H:29]([OH:31])[CH2:25]2)=[N:4][CH:5]=[C:6]([CH:21]=1)[C:7]([NH:9][C:10]1[CH:15]=[CH:14][C:13]([O:16][C:17]([F:20])([F:19])[F:18])=[CH:12][CH:11]=1)=[O:8], predict the reactants needed to synthesize it. The reactants are: [Cl:1][C:2]1[C:3](Cl)=[N:4][CH:5]=[C:6]([CH:21]=1)[C:7]([NH:9][C:10]1[CH:15]=[CH:14][C:13]([O:16][C:17]([F:20])([F:19])[F:18])=[CH:12][CH:11]=1)=[O:8].ClC1[C:25](Cl)=[N:26][CH:27]=[C:28](C=1)[C:29]([OH:31])=O.N1CC[C@@H](O)C1.CCN(C(C)C)C(C)C. (6) Given the product [CH3:26][O:27][C:6]1[CH:7]=[C:2]([CH:3]=[CH:4][CH:5]=1)[CH2:1][C:8]1[CH:24]=[CH:23][C:11]2[S:12][C:13]([C:16]3[CH:21]=[CH:20][N:19]=[C:18]([NH2:22])[N:17]=3)=[C:14]([CH3:15])[C:10]=2[CH:9]=1, predict the reactants needed to synthesize it. The reactants are: [CH2:1]([C:8]1[CH:24]=[CH:23][C:11]2[S:12][C:13]([C:16]3[CH:21]=[CH:20][N:19]=[C:18]([NH2:22])[N:17]=3)=[C:14]([CH3:15])[C:10]=2[CH:9]=1)[C:2]1[CH:7]=[CH:6][CH:5]=[CH:4][CH:3]=1.[Br-].[CH3:26][O:27]C1C=C(C=CC=1)C[Zn+].[Br-].C([Zn+])C1C=CC=CC=1. (7) Given the product [CH2:1]([O:3][C:4](=[O:17])[C:5]([O:8][C:9]1[CH:14]=[CH:13][C:12]([O:15][CH2:19][C:20]2[C:21]([CH:36]3[CH2:38][CH2:37]3)=[N:22][C:23]([C:26]3[CH:27]=[CH:28][C:29]([C:32]([F:34])([F:35])[F:33])=[CH:30][CH:31]=3)=[N:24][CH:25]=2)=[C:11]([F:16])[CH:10]=1)([CH3:7])[CH3:6])[CH3:2], predict the reactants needed to synthesize it. The reactants are: [CH2:1]([O:3][C:4](=[O:17])[C:5]([O:8][C:9]1[CH:14]=[CH:13][C:12]([OH:15])=[C:11]([F:16])[CH:10]=1)([CH3:7])[CH3:6])[CH3:2].Cl[CH2:19][C:20]1[C:21]([CH:36]2[CH2:38][CH2:37]2)=[N:22][C:23]([C:26]2[CH:31]=[CH:30][C:29]([C:32]([F:35])([F:34])[F:33])=[CH:28][CH:27]=2)=[N:24][CH:25]=1.[I-].[Na+]. (8) The reactants are: [CH:1](=O)[CH:2]=[CH:3][C:4]1[CH:9]=[CH:8][CH:7]=[CH:6][CH:5]=1.[C:11]([CH2:13][C:14]([N-:16][CH2:17][C:18]1[CH:23]=[CH:22][CH:21]=[CH:20][CH:19]=1)=[O:15])#[N:12]. Given the product [CH2:17]([NH:16][C:14](/[C:13](=[CH:1]/[CH:2]=[CH:3]/[C:4]1[CH:9]=[CH:8][CH:7]=[CH:6][CH:5]=1)/[C:11]#[N:12])=[O:15])[C:18]1[CH:23]=[CH:22][CH:21]=[CH:20][CH:19]=1, predict the reactants needed to synthesize it. (9) Given the product [F:8][C:6]1[CH:5]=[CH:4][C:3]([C:9]2[N:14]=[CH:13][N:12]=[C:11]([NH:15][C:16]3[CH:21]=[CH:20][CH:19]=[C:18]([CH2:22][S:23]([CH3:26])(=[O:25])=[O:24])[CH:17]=3)[N:10]=2)=[C:2]([O:32][CH2:31][C:30]2[CH:33]=[CH:34][CH:35]=[C:28]([CH3:27])[CH:29]=2)[CH:7]=1, predict the reactants needed to synthesize it. The reactants are: F[C:2]1[CH:7]=[C:6]([F:8])[CH:5]=[CH:4][C:3]=1[C:9]1[N:14]=[CH:13][N:12]=[C:11]([NH:15][C:16]2[CH:21]=[CH:20][CH:19]=[C:18]([CH2:22][S:23]([CH3:26])(=[O:25])=[O:24])[CH:17]=2)[N:10]=1.[CH3:27][C:28]1[CH:29]=[C:30]([CH:33]=[CH:34][CH:35]=1)[CH2:31][OH:32].